This data is from CYP2C19 inhibition data for predicting drug metabolism from PubChem BioAssay. The task is: Regression/Classification. Given a drug SMILES string, predict its absorption, distribution, metabolism, or excretion properties. Task type varies by dataset: regression for continuous measurements (e.g., permeability, clearance, half-life) or binary classification for categorical outcomes (e.g., BBB penetration, CYP inhibition). Dataset: cyp2c19_veith. (1) The compound is CCN1CCc2c(sc(N)c2C(N)=O)C1. The result is 0 (non-inhibitor). (2) The compound is C/C(=N\NC(=O)c1ccc(Cl)cc1)c1cccc(NC(=O)C(C)C)c1. The result is 1 (inhibitor). (3) The molecule is CCCN(CCC)CCCNC(=O)c1ccc2c(c1)N(CC)C(=O)c1ccccc1S2=O. The result is 0 (non-inhibitor). (4) The result is 0 (non-inhibitor). The molecule is O=C(O)CCCCCCCC(=O)O. (5) The molecule is CCOc1c2ccc(C(=O)NCc3ccco3)cc2nn1CCOC. The result is 0 (non-inhibitor). (6) The molecule is O=C(NCCN1CCOCC1)c1csc2c1CCCCC2. The result is 1 (inhibitor).